From a dataset of Reaction yield outcomes from USPTO patents with 853,638 reactions. Predict the reaction yield, written as a fraction of the theoretical maximum amount of product (1.0 means a 100% yield; for example, 0.34 means a 34% yield). (1) The yield is 0.550. The reactants are [I-].[Li+].[CH3:3][C:4]1[O:8][C:7]([C:9]2[CH:14]=[CH:13][CH:12]=[CH:11][CH:10]=2)=[N:6][C:5]=1[CH2:15][CH2:16][O:17][C:18]1[CH:25]=[CH:24][C:21]([CH:22]=[O:23])=[CH:20][CH:19]=1.Br[C:27]1([C:33]([O:35][CH3:36])=[O:34])[CH2:32][CH2:31][CH2:30][CH2:29][CH2:28]1.[Cl-].[Na+]. The catalyst is O1CCCC1.[Cl-].[Cr+2].[Cl-]. The product is [OH:23][CH:22]([C:21]1[CH:20]=[CH:19][C:18]([O:17][CH2:16][CH2:15][C:5]2[N:6]=[C:7]([C:9]3[CH:10]=[CH:11][CH:12]=[CH:13][CH:14]=3)[O:8][C:4]=2[CH3:3])=[CH:25][CH:24]=1)[C:27]1([C:33]([O:35][CH3:36])=[O:34])[CH2:32][CH2:31][CH2:30][CH2:29][CH2:28]1. (2) The reactants are [C:1]([O:5][C:6](=[O:12])[CH2:7][C@H:8]([NH2:11])[CH2:9][OH:10])([CH3:4])([CH3:3])[CH3:2].[CH2:13]([O:20][C:21]([N:23]1[C@H:28]([C:29](O)=[O:30])[C@@H:27]2[CH2:32][C@H:24]1[CH2:25][CH2:26]2)=[O:22])[C:14]1[CH:19]=[CH:18][CH:17]=[CH:16][CH:15]=1.O.ON1N=C2C=CC=CC2=N1.C(N(C(C)C)CC)(C)C.Cl.CN(C)CCCN=C=NCC. The catalyst is C1COCC1.CN(C1C=CN=CC=1)C.C(OCC)(=O)C. The product is [CH2:13]([O:20][C:21]([N:23]1[C@H:28]([C:29](=[O:30])[NH:11][C@H:8]([CH2:9][OH:10])[CH2:7][C:6]([O:5][C:1]([CH3:4])([CH3:2])[CH3:3])=[O:12])[C@@H:27]2[CH2:32][C@H:24]1[CH2:25][CH2:26]2)=[O:22])[C:14]1[CH:19]=[CH:18][CH:17]=[CH:16][CH:15]=1. The yield is 0.910. (3) The reactants are [CH2:1]([C:3]1[CH:8]=[C:7]([N+:9]([O-:11])=[O:10])[C:6]([O:12][CH3:13])=[CH:5][C:4]=1F)[CH3:2].[CH3:15][S:16]([CH2:19][CH2:20][CH:21]1[CH2:26][CH2:25][NH:24][CH2:23][CH2:22]1)(=[O:18])=[O:17].C([O-])([O-])=O.[K+].[K+].CS(C)=O. The catalyst is O. The product is [CH2:1]([C:3]1[CH:8]=[C:7]([N+:9]([O-:11])=[O:10])[C:6]([O:12][CH3:13])=[CH:5][C:4]=1[N:24]1[CH2:25][CH2:26][CH:21]([CH2:20][CH2:19][S:16]([CH3:15])(=[O:18])=[O:17])[CH2:22][CH2:23]1)[CH3:2]. The yield is 0.680. (4) The reactants are [N:1]1([C@:4]23[CH2:39][CH2:38][C@@H:37]([C:40]([CH3:42])=[CH2:41])[C@@H:5]2[CH:6]2[C@@:19]([CH3:22])([CH2:20][CH2:21]3)[C@@:18]3([CH3:23])[C@@H:9]([C@:10]4([CH3:36])[C@@H:15]([CH2:16][CH2:17]3)[C:14]([CH3:25])([CH3:24])[C:13]([C:26]3[CH:35]=[CH:34][C:29]([C:30]([O:32]C)=[O:31])=[CH:28][CH:27]=3)=[CH:12][CH2:11]4)[CH2:8][CH2:7]2)[CH2:3][CH2:2]1.[OH-].[Li+].Cl. The catalyst is CO.C1COCC1. The product is [N:1]1([C@:4]23[CH2:39][CH2:38][C@@H:37]([C:40]([CH3:42])=[CH2:41])[C@@H:5]2[CH:6]2[C@@:19]([CH3:22])([CH2:20][CH2:21]3)[C@@:18]3([CH3:23])[C@@H:9]([C@:10]4([CH3:36])[C@@H:15]([CH2:16][CH2:17]3)[C:14]([CH3:24])([CH3:25])[C:13]([C:26]3[CH:27]=[CH:28][C:29]([C:30]([OH:32])=[O:31])=[CH:34][CH:35]=3)=[CH:12][CH2:11]4)[CH2:8][CH2:7]2)[CH2:2][CH2:3]1. The yield is 0.680.